From a dataset of Forward reaction prediction with 1.9M reactions from USPTO patents (1976-2016). Predict the product of the given reaction. (1) Given the reactants [C:1]([O:6][C@@H:7]1[C@@H:15]([CH2:16]/[CH:17]=[CH:18]/[CH2:19][CH2:20][CH2:21][CH3:22])[C:14](=[O:23])[O:13][CH2:12][C@H:11]([NH:24][C:25](=[O:35])[C:26]2[C:31]([OH:32])=[C:30]([O:33][CH3:34])[CH:29]=[CH:28][N:27]=2)[C:10](=[O:36])[O:9][C@H:8]1[CH3:37])(=[O:5])[CH:2]([CH3:4])[CH3:3], predict the reaction product. The product is: [C:1]([O:6][C@@H:7]1[C@@H:15]([CH2:16][CH2:17][CH2:18][CH2:19][CH2:20][CH2:21][CH3:22])[C:14](=[O:23])[O:13][CH2:12][C@H:11]([NH:24][C:25](=[O:35])[C:26]2[C:31]([OH:32])=[C:30]([O:33][CH3:34])[CH:29]=[CH:28][N:27]=2)[C:10](=[O:36])[O:9][C@H:8]1[CH3:37])(=[O:5])[CH:2]([CH3:4])[CH3:3]. (2) The product is: [ClH:27].[ClH:27].[NH2:19][C@@H:17]1[CH2:18][C@H:16]1[C:12]1[CH:11]=[C:10]([CH:15]=[CH:14][CH:13]=1)[C:8]([NH:7][C:4]1[S:3][C:2]([CH3:1])=[N:6][CH:5]=1)=[O:9]. Given the reactants [CH3:1][C:2]1[S:3][C:4]([NH:7][C:8]([C:10]2[CH:11]=[C:12]([C@@H:16]3[CH2:18][C@H:17]3[NH:19]C(=O)OC(C)(C)C)[CH:13]=[CH:14][CH:15]=2)=[O:9])=[CH:5][N:6]=1.[ClH:27].C(OCC)(=O)C, predict the reaction product. (3) Given the reactants Cl.C1C2C(COC(NCCOCCOCCN)=O)C3C(=CC=CC=3)C=2C=CC=1.C[N+]1(C2N=C(OC)N=C(OC)N=2)CCOCC1.[Cl-].Cl.C[O:49][C:50](=[O:57])[C@H:51]([CH2:53][C:54](=[O:56])[NH2:55])[NH2:52].Cl, predict the reaction product. The product is: [NH2:52][C@H:51]([C:50]([OH:57])=[O:49])[CH2:53][C:54](=[O:56])[NH2:55]. (4) Given the reactants C[CH:2]1[CH2:6][CH2:5][CH2:4][NH:3]1.[C:7](O[C:7]([O:9][C:10]([CH3:13])([CH3:12])[CH3:11])=[O:8])([O:9][C:10]([CH3:13])([CH3:12])[CH3:11])=[O:8], predict the reaction product. The product is: [C:7]([N:3]1[CH2:2][CH2:6][CH2:5][CH2:4]1)([O:9][C:10]([CH3:13])([CH3:12])[CH3:11])=[O:8]. (5) The product is: [O:19]1[C:23]2[CH:24]=[CH:25][CH:26]=[CH:27][C:22]=2[CH:21]=[C:20]1[C:28]1[N:32]2[N:33]=[C:34]([O:8][CH:7]([C:9]3[CH:14]=[CH:13][CH:12]=[CH:11][CH:10]=3)[CH2:6][NH:5][CH2:4][C:3]([CH3:16])([CH3:15])[CH3:2])[CH:35]=[CH:36][C:31]2=[N:30][CH:29]=1. Given the reactants Cl.[CH3:2][C:3]([CH3:16])([CH3:15])[CH2:4][NH:5][CH2:6][CH:7]([C:9]1[CH:14]=[CH:13][CH:12]=[CH:11][CH:10]=1)[OH:8].[H-].[Na+].[O:19]1[C:23]2[CH:24]=[CH:25][CH:26]=[CH:27][C:22]=2[CH:21]=[C:20]1[C:28]1[N:32]2[N:33]=[C:34](Cl)[CH:35]=[CH:36][C:31]2=[N:30][CH:29]=1, predict the reaction product. (6) Given the reactants [Br:1][C:2]1[CH:3]=[C:4]2[C:12](=[CH:13][CH:14]=1)[NH:11][C:10]1[CH:9]([NH2:15])[CH2:8][CH2:7][CH2:6][C:5]2=1.[N:16]1[CH:21]=[CH:20][CH:19]=[CH:18][C:17]=1[C:22](Cl)=[O:23], predict the reaction product. The product is: [Br:1][C:2]1[CH:3]=[C:4]2[C:12](=[CH:13][CH:14]=1)[NH:11][C:10]1[CH:9]([NH:15][C:22]([C:17]3[CH:18]=[CH:19][CH:20]=[CH:21][N:16]=3)=[O:23])[CH2:8][CH2:7][CH2:6][C:5]2=1.